This data is from Forward reaction prediction with 1.9M reactions from USPTO patents (1976-2016). The task is: Predict the product of the given reaction. (1) Given the reactants [Cl:1][C:2]1[C:9]([F:10])=[CH:8][C:5]([C:6]#[N:7])=[C:4]([O:11][C@@H:12]([C:16]2[CH:21]=[CH:20][CH:19]=[CH:18][CH:17]=2)[CH2:13][CH2:14]I)[CH:3]=1.[CH3:22][C:23]1[N:24]=[CH:25][C:26]([CH2:29][NH2:30])=[N:27][CH:28]=1.C(N(CC)CC)C, predict the reaction product. The product is: [ClH:1].[ClH:1].[Cl:1][C:2]1[C:9]([F:10])=[CH:8][C:5]([C:6]#[N:7])=[C:4]([O:11][C@@H:12]([C:16]2[CH:21]=[CH:20][CH:19]=[CH:18][CH:17]=2)[CH2:13][CH2:14][NH:30][CH2:29][C:26]2[CH:25]=[N:24][C:23]([CH3:22])=[CH:28][N:27]=2)[CH:3]=1. (2) The product is: [F:1][C:2]1[CH:3]=[CH:4][C:5]([C:8]2[C:13]([C:14]3[CH:15]=[C:16]4[C:20](=[CH:21][CH:22]=3)[NH:19][N:18]=[CH:17]4)=[CH:12][CH:11]=[CH:10][N:9]=2)=[N:6][CH:7]=1. Given the reactants [F:1][C:2]1[CH:3]=[CH:4][C:5]([C:8]2[C:13]([C:14]3[CH:15]=[C:16]4[C:20](=[CH:21][CH:22]=3)[N:19](COCC[Si](C)(C)C)[N:18]=[CH:17]4)=[CH:12][CH:11]=[CH:10][N:9]=2)=[N:6][CH:7]=1.FC(F)C1N=C(C2C(C3C=C4C(=CC=3)NN=C4)=CC=CN=2)C=CC=1, predict the reaction product. (3) Given the reactants [C:1]([O:5][C:6]([N:8]1[CH2:14][CH2:13][C:12]2[C:15]([OH:21])=[N:16][C:17]([S:19][CH3:20])=[N:18][C:11]=2[CH2:10][CH2:9]1)=[O:7])([CH3:4])([CH3:3])[CH3:2].CC([O-])(C)C.[K+].C1C=CC(N([S:35]([C:38]([F:41])([F:40])[F:39])(=[O:37])=[O:36])[S:35]([C:38]([F:41])([F:40])[F:39])(=[O:37])=[O:36])=CC=1, predict the reaction product. The product is: [C:1]([O:5][C:6]([N:8]1[CH2:14][CH2:13][C:12]2[C:15]([O:21][S:35]([C:38]([F:41])([F:40])[F:39])(=[O:37])=[O:36])=[N:16][C:17]([S:19][CH3:20])=[N:18][C:11]=2[CH2:10][CH2:9]1)=[O:7])([CH3:4])([CH3:3])[CH3:2]. (4) Given the reactants [Cl:1][C:2]1[CH:3]=[CH:4][C:5]([O:28][CH3:29])=[C:6]([C:8]2[CH:17]3[CH:12]([CH:13]=[CH:14][C:15]([C:18]([F:21])([F:20])[F:19])=[CH:16]3)[NH:11][C:10](=[O:22])[C:9]=2[S:23][CH2:24][CH:25]2[CH2:27][O:26]2)[CH:7]=1.C([N-]C(C)C)(C)C.[Li+], predict the reaction product. The product is: [Cl:1][C:2]1[CH:3]=[CH:4][C:5]([O:28][CH3:29])=[C:6]([C:8]2[CH:17]3[CH:12]([CH:13]=[CH:14][C:15]([C:18]([F:20])([F:19])[F:21])=[CH:16]3)[NH:11][C:10](=[O:22])[C:9]=2[S:23][CH:24]=[CH:25][CH2:27][OH:26])[CH:7]=1. (5) The product is: [Br-:27].[Cl:1][C:2]1[CH:3]=[CH:4][C:5]([C:8]([N:21]2[CH2:22][C:23]([CH3:26])([CH3:25])[CH2:24]2)([CH3:20])[C:9]([O:11][C@@H:12]2[CH:17]3[CH2:18][CH2:19][N+:14]([CH2:28][CH2:29][CH2:30][O:31][C:32]4[CH:37]=[CH:36][CH:35]=[CH:34][CH:33]=4)([CH2:15][CH2:16]3)[CH2:13]2)=[O:10])=[CH:6][CH:7]=1. Given the reactants [Cl:1][C:2]1[CH:7]=[CH:6][C:5]([C:8]([N:21]2[CH2:24][C:23]([CH3:26])([CH3:25])[CH2:22]2)([CH3:20])[C:9]([O:11][C@@H:12]2[CH:17]3[CH2:18][CH2:19][N:14]([CH2:15][CH2:16]3)[CH2:13]2)=[O:10])=[CH:4][CH:3]=1.[Br:27][CH2:28][CH2:29][CH2:30][O:31][C:32]1[CH:37]=[CH:36][CH:35]=[CH:34][CH:33]=1, predict the reaction product. (6) Given the reactants [Br:1][C:2]1[C:3]([NH2:9])=[N:4][CH:5]=[C:6]([CH3:8])[N:7]=1.[Cl:10][C:11]1[S:15][C:14]([S:16](Cl)(=[O:18])=[O:17])=[CH:13][CH:12]=1, predict the reaction product. The product is: [Cl:10][C:11]1[S:15][C:14]([S:16]([NH:9][C:3]2[C:2]([Br:1])=[N:7][C:6]([CH3:8])=[CH:5][N:4]=2)(=[O:18])=[O:17])=[CH:13][CH:12]=1. (7) Given the reactants [N:1]1[CH:6]=[CH:5][C:4](B(O)O)=[CH:3][CH:2]=1.[CH3:10][N:11]([C:21]1[CH:26]=[CH:25][C:24]([NH:27][C:28]([NH:30][C:31]2[CH:36]=[CH:35][CH:34]=[CH:33][CH:32]=2)=[O:29])=[CH:23][CH:22]=1)[S:12]([C:15]1[S:16][C:17](Br)=[CH:18][CH:19]=1)(=[O:14])=[O:13].C([O-])([O-])=O.[Na+].[Na+], predict the reaction product. The product is: [CH3:10][N:11]([C:21]1[CH:22]=[CH:23][C:24]([NH:27][C:28]([NH:30][C:31]2[CH:36]=[CH:35][CH:34]=[CH:33][CH:32]=2)=[O:29])=[CH:25][CH:26]=1)[S:12]([C:15]1[S:16][C:17]([C:4]2[CH:5]=[CH:6][N:1]=[CH:2][CH:3]=2)=[CH:18][CH:19]=1)(=[O:14])=[O:13]. (8) Given the reactants [CH3:1][O:2][CH2:3][C:4]1[N:9]=[C:8]([C:10]([OH:12])=O)[C:7]([NH:13][C:14]2[CH:15]=[N:16][CH:17]=[N:18][CH:19]=2)=[CH:6][CH:5]=1.[CH3:20][NH:21][C:22]([C:24]1[N:25]([CH3:30])[N:26]=[CH:27][C:28]=1[NH2:29])=[O:23], predict the reaction product. The product is: [CH3:30][N:25]1[C:24]([C:22](=[O:23])[NH:21][CH3:20])=[C:28]([NH:29][C:10]([C:8]2[C:7]([NH:13][C:14]3[CH:15]=[N:16][CH:17]=[N:18][CH:19]=3)=[CH:6][CH:5]=[C:4]([CH2:3][O:2][CH3:1])[N:9]=2)=[O:12])[CH:27]=[N:26]1. (9) Given the reactants [NH2:1][C:2]1[N:3]=[CH:4][C:5]([C:12]([O:14][CH3:15])=[O:13])=[N:6][C:7]=1[CH:8]=[C:9]([CH3:11])[CH3:10], predict the reaction product. The product is: [NH2:1][C:2]1[N:3]=[CH:4][C:5]([C:12]([O:14][CH3:15])=[O:13])=[N:6][C:7]=1[CH2:8][CH:9]([CH3:11])[CH3:10]. (10) Given the reactants [Si]([O:8][C@H:9]1[CH2:13][CH2:12][N:11]([CH2:14][C:15]2[CH:20]=[CH:19][C:18]([C:21]3[S:29][C:28]4[C:23](=[N:24][CH:25]=[CH:26][C:27]=4[O:30][C:31]4[CH:36]=[CH:35][C:34]([NH:37][C:38]([NH:40][C:41](=[O:49])[CH2:42][C:43]5[CH:48]=[CH:47][CH:46]=[CH:45][CH:44]=5)=[S:39])=[CH:33][C:32]=4[F:50])[CH:22]=3)=[CH:17][CH:16]=2)[CH2:10]1)(C(C)(C)C)(C)C, predict the reaction product. The product is: [F:50][C:32]1[CH:33]=[C:34]([NH:37][C:38]([NH:40][C:41](=[O:49])[CH2:42][C:43]2[CH:44]=[CH:45][CH:46]=[CH:47][CH:48]=2)=[S:39])[CH:35]=[CH:36][C:31]=1[O:30][C:27]1[CH:26]=[CH:25][N:24]=[C:23]2[CH:22]=[C:21]([C:18]3[CH:17]=[CH:16][C:15]([CH2:14][N:11]4[CH2:12][CH2:13][C@H:9]([OH:8])[CH2:10]4)=[CH:20][CH:19]=3)[S:29][C:28]=12.